Dataset: Full USPTO retrosynthesis dataset with 1.9M reactions from patents (1976-2016). Task: Predict the reactants needed to synthesize the given product. (1) Given the product [C:33]([OH:35])(=[O:34])[CH3:16].[NH2:15][CH2:16][CH2:17][CH2:18][C:17]1[C:18]2[C:23](=[CH:22][CH:21]=[C:20]([C:24](=[O:32])[NH:25][C:26]3[CH:27]=[CH:28][CH:29]=[CH:30][CH:31]=3)[CH:19]=2)[NH:15][C:16]=1[C:33]([OH:35])=[O:34], predict the reactants needed to synthesize it. The reactants are: C(OC(NCCC[N:15]1[C:23]2[C:18](=[CH:19][C:20]([C:24](=[O:32])[NH:25][C:26]3[CH:31]=[CH:30][CH:29]=[CH:28][CH:27]=3)=[CH:21][CH:22]=2)[CH:17]=[C:16]1[C:33]([OH:35])=[O:34])=O)C1C=CC=CC=1. (2) Given the product [NH:32]1[CH:36]=[CH:35][CH:34]=[C:33]1[CH2:37][N:4]1[CH2:3][CH2:2][N:1]([C:7]2[CH:8]=[CH:9][C:10]([NH:13][C:14]([C:16]3[C:17]([C:23]4[CH:24]=[CH:25][C:26]([CH:29]([CH3:31])[CH3:30])=[CH:27][CH:28]=4)=[CH:18][C:19]([CH3:22])=[CH:20][CH:21]=3)=[O:15])=[CH:11][CH:12]=2)[CH2:6][CH2:5]1, predict the reactants needed to synthesize it. The reactants are: [N:1]1([C:7]2[CH:12]=[CH:11][C:10]([NH:13][C:14]([C:16]3[C:17]([C:23]4[CH:28]=[CH:27][C:26]([CH:29]([CH3:31])[CH3:30])=[CH:25][CH:24]=4)=[CH:18][C:19]([CH3:22])=[CH:20][CH:21]=3)=[O:15])=[CH:9][CH:8]=2)[CH2:6][CH2:5][NH:4][CH2:3][CH2:2]1.[NH:32]1[CH:36]=[CH:35][CH:34]=[C:33]1[CH:37]=O.C(O)(=O)C.C(O[BH-](OC(=O)C)OC(=O)C)(=O)C.[Na+]. (3) Given the product [Cl:26][C:24]1[CH:25]=[C:21]([C:20]2[O:19][N:18]=[CH:17][C:16]=2[CH2:3][CH2:2][C:1]([OH:9])=[O:8])[S:22][C:23]=1[Cl:27], predict the reactants needed to synthesize it. The reactants are: [C:1]([O:9]CC)(=[O:8])[CH2:2][C:3](OCC)=O.[H-].[Na+].ClC[C:16]1[CH:17]=[N:18][O:19][C:20]=1[C:21]1[S:22][C:23]([Cl:27])=[C:24]([Cl:26])[CH:25]=1.Cl. (4) Given the product [C:57]([C:59]1[CH:86]=[CH:85][C:62]([CH2:63][C@@:64]2([CH3:84])[N:68]3[C:69]([C:72]([NH:48][C@H:49]([CH2:50][C:51]([NH2:52])=[O:53])[C:54]([OH:56])=[O:55])=[O:74])=[CH:70][N:71]=[C:67]3[N:66]([C:75]3[CH:80]=[C:79]([Cl:81])[CH:78]=[C:77]([Cl:82])[CH:76]=3)[C:65]2=[O:83])=[CH:61][CH:60]=1)#[N:58], predict the reactants needed to synthesize it. The reactants are: C1C=CC(C(Cl)(C2C(Cl)=CC=CC=2)C2C=CC=CC=2)=CC=1.C(N(C(C)C)CC)(C)C.C([NH:48][C@H:49]([C:54]([OH:56])=[O:55])[CH2:50][C:51](=[O:53])[NH2:52])(OCC1C2C(=CC=CC=2)C2C1=CC=CC=2)=O.[C:57]([C:59]1[CH:86]=[CH:85][C:62]([CH2:63][C@@:64]2([CH3:84])[N:68]3[C:69]([C:72]([OH:74])=O)=[CH:70][N:71]=[C:67]3[N:66]([C:75]3[CH:80]=[C:79]([Cl:81])[CH:78]=[C:77]([Cl:82])[CH:76]=3)[C:65]2=[O:83])=[CH:61][CH:60]=1)#[N:58].CN(C(ON1N=NC2C=CC=NC1=2)=[N+](C)C)C.F[P-](F)(F)(F)(F)F. (5) Given the product [Br:1][C:13]1[CH:12]=[C:11]([CH2:9][CH3:10])[CH:16]=[CH:15][C:14]=1[OH:17], predict the reactants needed to synthesize it. The reactants are: [Br:1]N1C(=O)CCC1=O.[CH2:9]([C:11]1[CH:16]=[CH:15][C:14]([OH:17])=[CH:13][CH:12]=1)[CH3:10]. (6) Given the product [CH2:7]([C@@H:4]1[NH:3][C:12](=[O:13])[CH2:11][O:6][CH2:5]1)[CH2:8][CH3:9], predict the reactants needed to synthesize it. The reactants are: [H-].[Na+].[NH2:3][C@@H:4]([CH2:7][CH2:8][CH3:9])[CH2:5][OH:6].Cl[CH2:11][C:12](OCC)=[O:13].[Cl-].[NH4+].